From a dataset of Forward reaction prediction with 1.9M reactions from USPTO patents (1976-2016). Predict the product of the given reaction. (1) Given the reactants [Si]([O:8][CH:9]([C:22]1[O:23][C:24]([C:27]2[CH:32]=[CH:31][C:30]([C:33](=[O:38])[C:34]([F:37])([F:36])[F:35])=[CH:29][CH:28]=2)=[CH:25][N:26]=1)[CH2:10][CH2:11][CH2:12][CH2:13][CH2:14][CH2:15][C:16]1[CH:21]=[CH:20][CH:19]=[CH:18][CH:17]=1)(C(C)(C)C)(C)C.[Si](OC(C1OC([Sn](CCCC)(CCCC)CCCC)=CN=1)CCCCCCC1C=CC=CC=1)(C(C)(C)C)(C)C.BrC1C=CC(C(=O)C(F)(F)F)=CC=1, predict the reaction product. The product is: [C:16]1([CH2:15][CH2:14][CH2:13][CH2:12][CH2:11][CH2:10][C:9]([C:22]2[O:23][C:24]([C:27]3[CH:32]=[CH:31][C:30]([C:33](=[O:38])[C:34]([F:37])([F:35])[F:36])=[CH:29][CH:28]=3)=[CH:25][N:26]=2)=[O:8])[CH:21]=[CH:20][CH:19]=[CH:18][CH:17]=1. (2) Given the reactants Br[C:2]1[N:10]([CH2:11][O:12][CH2:13][CH2:14][Si:15]([CH3:18])([CH3:17])[CH3:16])[C:9]2[C:8](=[O:19])[N:7]([CH3:20])[C:6](=[O:21])[N:5]([CH3:22])[C:4]=2[N:3]=1.C(C1N=C(CSC2NC3C(=O)N(C)C(=O)N(C)C=3N=2)OC=1)C.C(=O)([O-])[O-].[K+].[K+].[F:51][C:52]([F:61])([F:60])[C:53]1[CH:54]=[C:55]([OH:59])[CH:56]=[CH:57][CH:58]=1, predict the reaction product. The product is: [CH3:20][N:7]1[C:8](=[O:19])[C:9]2[N:10]([CH2:11][O:12][CH2:13][CH2:14][Si:15]([CH3:18])([CH3:17])[CH3:16])[C:2]([O:59][C:55]3[CH:56]=[CH:57][CH:58]=[C:53]([C:52]([F:51])([F:60])[F:61])[CH:54]=3)=[N:3][C:4]=2[N:5]([CH3:22])[C:6]1=[O:21]. (3) Given the reactants [NH2:1][C:2]1[CH:10]=[CH:9][C:8]([N:11]2[CH2:16][CH2:15][CH2:14][CH2:13][CH2:12]2)=[CH:7][C:3]=1[C:4]([NH2:6])=[O:5].C([O-])([O-])=O.[K+].[K+].[Cl:23][C:24]1[N:29]=[C:28](Cl)[C:27]([Cl:31])=[CH:26][N:25]=1.O, predict the reaction product. The product is: [Cl:23][C:24]1[N:29]=[C:28]([NH:1][C:2]2[CH:10]=[CH:9][C:8]([N:11]3[CH2:16][CH2:15][CH2:14][CH2:13][CH2:12]3)=[CH:7][C:3]=2[C:4]([NH2:6])=[O:5])[C:27]([Cl:31])=[CH:26][N:25]=1. (4) Given the reactants C(OC(=O)[N:7]([C@H:12]1[CH2:16][C@@H:15]([N:17]2[CH:25]=[N:24][C:23]3[C:18]2=[N:19][C:20]([Cl:32])=[N:21][C:22]=3[NH:26][CH:27]([CH2:30][CH3:31])[CH2:28][CH3:29])[C@H:14]([OH:33])[C@@H:13]1[OH:34])[C:8](=[O:11])[CH2:9][CH3:10])(C)(C)C.C(O)(C(F)(F)F)=O, predict the reaction product. The product is: [Cl:32][C:20]1[N:19]=[C:18]2[C:23]([N:24]=[CH:25][N:17]2[C@@H:15]2[CH2:16][C@H:12]([NH:7][C:8](=[O:11])[CH2:9][CH3:10])[C@@H:13]([OH:34])[C@H:14]2[OH:33])=[C:22]([NH:26][CH:27]([CH2:28][CH3:29])[CH2:30][CH3:31])[N:21]=1. (5) Given the reactants COC1C=C(OC)C=CC=1[CH2:5][N:6]([CH2:8][C:9]1[C:17]2[O:16][N:15]=[C:14]([CH2:18][CH2:19][CH:20]3[CH2:25][CH2:24][N:23]([CH2:26][CH:27]4[O:31][CH2:30][CH2:29][O:28]4)[CH2:22][CH2:21]3)[C:13]=2[CH:12]=[CH:11][C:10]=1[O:32][CH2:33][C:34]1[CH:39]=[CH:38][C:37]([F:40])=[CH:36][CH:35]=1)C.FC(F)(F)C(OC(=O)C(F)(F)F)=O.[OH-].[Na+].[Cl-].[Na+], predict the reaction product. The product is: [CH3:5][NH:6][CH2:8][C:9]1[C:17]2[O:16][N:15]=[C:14]([CH2:18][CH2:19][CH:20]3[CH2:21][CH2:22][N:23]([CH2:26][CH:27]4[O:31][CH2:30][CH2:29][O:28]4)[CH2:24][CH2:25]3)[C:13]=2[CH:12]=[CH:11][C:10]=1[O:32][CH2:33][C:34]1[CH:39]=[CH:38][C:37]([F:40])=[CH:36][CH:35]=1. (6) Given the reactants [CH3:1][N:2](C)C=O.Cl[C:7]1[CH:12]=[C:11]([C:13]([F:16])([F:15])[F:14])[CH:10]=[C:9]([CH3:17])[N:8]=1, predict the reaction product. The product is: [CH3:17][C:9]1[N:8]=[C:7]([C:1]#[N:2])[CH:12]=[C:11]([C:13]([F:16])([F:15])[F:14])[CH:10]=1. (7) The product is: [Cl:1][C:2]1[N:7]=[C:6]([CH2:8][CH2:9][C:10]2[CH:15]=[CH:14][CH:13]=[CH:12][C:11]=2[C:16]([CH3:20])([CH3:21])[C:17]([NH2:19])=[O:18])[C:5]([Cl:22])=[CH:4][N:3]=1. Given the reactants [Cl:1][C:2]1[N:7]=[C:6]([C:8]#[C:9][C:10]2[CH:15]=[CH:14][CH:13]=[CH:12][C:11]=2[C:16]([CH3:21])([CH3:20])[C:17]([NH2:19])=[O:18])[C:5]([Cl:22])=[CH:4][N:3]=1, predict the reaction product. (8) Given the reactants O=P(Cl)(Cl)[Cl:3].O[C:7]1[C:12]([Cl:13])=[C:11]([CH3:14])[N:10]=[CH:9][N:8]=1, predict the reaction product. The product is: [Cl:3][C:7]1[C:12]([Cl:13])=[C:11]([CH3:14])[N:10]=[CH:9][N:8]=1. (9) Given the reactants Br[C:2]1[CH:7]=[CH:6][C:5]([NH:8][C:9]2[N:10]([CH3:15])[N:11]=[CH:12][C:13]=2[Br:14])=[C:4]([O:16][CH3:17])[CH:3]=1.[F:18][C:19]([F:31])([F:30])[O:20][C:21]1[CH:26]=[CH:25][C:24](B(O)O)=[CH:23][CH:22]=1.C(=O)([O-])[O-].[Cs+].[Cs+].COCCOC, predict the reaction product. The product is: [Br:14][C:13]1[CH:12]=[N:11][N:10]([CH3:15])[C:9]=1[NH:8][C:5]1[CH:6]=[CH:7][C:2]([C:24]2[CH:23]=[CH:22][C:21]([O:20][C:19]([F:18])([F:30])[F:31])=[CH:26][CH:25]=2)=[CH:3][C:4]=1[O:16][CH3:17]. (10) Given the reactants [CH3:1][C:2]1[C:3]([C:11]2[S:15][C:14]([C:16]([OH:18])=O)=[CH:13][CH:12]=2)=[N:4][O:5][C:6]=1[C:7]([F:10])([F:9])[F:8].C([N:26]1[CH2:31][CH2:30][NH:29][C@@H:28]([CH2:32][OH:33])[CH2:27]1)(OC(C)(C)C)=O.[ClH:34], predict the reaction product. The product is: [ClH:34].[OH:33][CH2:32][C@H:28]1[CH2:27][NH:26][CH2:31][CH2:30][N:29]1[C:16]([C:14]1[S:15][C:11]([C:3]2[C:2]([CH3:1])=[C:6]([C:7]([F:8])([F:9])[F:10])[O:5][N:4]=2)=[CH:12][CH:13]=1)=[O:18].